This data is from NCI-60 drug combinations with 297,098 pairs across 59 cell lines. The task is: Regression. Given two drug SMILES strings and cell line genomic features, predict the synergy score measuring deviation from expected non-interaction effect. (1) Drug 1: CC12CCC3C(C1CCC2=O)CC(=C)C4=CC(=O)C=CC34C. Drug 2: C1=CC(=C2C(=C1NCCNCCO)C(=O)C3=C(C=CC(=C3C2=O)O)O)NCCNCCO. Cell line: UACC62. Synergy scores: CSS=54.2, Synergy_ZIP=3.56, Synergy_Bliss=0.713, Synergy_Loewe=-0.342, Synergy_HSA=4.63. (2) Drug 1: CC1=C(N=C(N=C1N)C(CC(=O)N)NCC(C(=O)N)N)C(=O)NC(C(C2=CN=CN2)OC3C(C(C(C(O3)CO)O)O)OC4C(C(C(C(O4)CO)O)OC(=O)N)O)C(=O)NC(C)C(C(C)C(=O)NC(C(C)O)C(=O)NCCC5=NC(=CS5)C6=NC(=CS6)C(=O)NCCC[S+](C)C)O. Drug 2: CC12CCC3C(C1CCC2O)C(CC4=C3C=CC(=C4)O)CCCCCCCCCS(=O)CCCC(C(F)(F)F)(F)F. Cell line: OVCAR-5. Synergy scores: CSS=9.44, Synergy_ZIP=-12.6, Synergy_Bliss=-15.6, Synergy_Loewe=-16.6, Synergy_HSA=-13.3. (3) Synergy scores: CSS=51.4, Synergy_ZIP=7.33, Synergy_Bliss=6.27, Synergy_Loewe=-8.97, Synergy_HSA=6.13. Drug 2: CC1C(C(CC(O1)OC2CC(OC(C2O)C)OC3=CC4=CC5=C(C(=O)C(C(C5)C(C(=O)C(C(C)O)O)OC)OC6CC(C(C(O6)C)O)OC7CC(C(C(O7)C)O)OC8CC(C(C(O8)C)O)(C)O)C(=C4C(=C3C)O)O)O)O. Drug 1: C1=CC(=C2C(=C1NCCNCCO)C(=O)C3=C(C=CC(=C3C2=O)O)O)NCCNCCO. Cell line: HOP-62. (4) Drug 1: C1C(C(OC1N2C=NC3=C2NC=NCC3O)CO)O. Drug 2: C1CCC(C(C1)N)N.C(=O)(C(=O)[O-])[O-].[Pt+4]. Cell line: SF-539. Synergy scores: CSS=13.4, Synergy_ZIP=-1.79, Synergy_Bliss=1.25, Synergy_Loewe=-5.04, Synergy_HSA=0.687. (5) Drug 1: C1=NC2=C(N1)C(=S)N=C(N2)N. Drug 2: CC1CCC2CC(C(=CC=CC=CC(CC(C(=O)C(C(C(=CC(C(=O)CC(OC(=O)C3CCCCN3C(=O)C(=O)C1(O2)O)C(C)CC4CCC(C(C4)OC)OCCO)C)C)O)OC)C)C)C)OC. Cell line: OVCAR-4. Synergy scores: CSS=29.8, Synergy_ZIP=-6.42, Synergy_Bliss=-7.74, Synergy_Loewe=-3.95, Synergy_HSA=-1.74. (6) Synergy scores: CSS=24.3, Synergy_ZIP=-1.46, Synergy_Bliss=-4.18, Synergy_Loewe=-18.8, Synergy_HSA=-5.02. Drug 2: C1=C(C(=O)NC(=O)N1)N(CCCl)CCCl. Cell line: MDA-MB-435. Drug 1: CC12CCC3C(C1CCC2=O)CC(=C)C4=CC(=O)C=CC34C. (7) Drug 2: CC(C)CN1C=NC2=C1C3=CC=CC=C3N=C2N. Synergy scores: CSS=-7.89, Synergy_ZIP=2.49, Synergy_Bliss=-2.66, Synergy_Loewe=-9.72, Synergy_HSA=-7.97. Cell line: CCRF-CEM. Drug 1: CCCCCOC(=O)NC1=NC(=O)N(C=C1F)C2C(C(C(O2)C)O)O. (8) Drug 1: CC1=C2C(C(=O)C3(C(CC4C(C3C(C(C2(C)C)(CC1OC(=O)C(C(C5=CC=CC=C5)NC(=O)OC(C)(C)C)O)O)OC(=O)C6=CC=CC=C6)(CO4)OC(=O)C)O)C)O. Drug 2: CNC(=O)C1=NC=CC(=C1)OC2=CC=C(C=C2)NC(=O)NC3=CC(=C(C=C3)Cl)C(F)(F)F. Cell line: RXF 393. Synergy scores: CSS=10.1, Synergy_ZIP=5.52, Synergy_Bliss=6.37, Synergy_Loewe=5.99, Synergy_HSA=5.64.